Dataset: NCI-60 drug combinations with 297,098 pairs across 59 cell lines. Task: Regression. Given two drug SMILES strings and cell line genomic features, predict the synergy score measuring deviation from expected non-interaction effect. Cell line: SW-620. Drug 1: C1=CC(=CC=C1C#N)C(C2=CC=C(C=C2)C#N)N3C=NC=N3. Drug 2: C1=NC(=NC(=O)N1C2C(C(C(O2)CO)O)O)N. Synergy scores: CSS=30.2, Synergy_ZIP=-7.37, Synergy_Bliss=0.746, Synergy_Loewe=-5.06, Synergy_HSA=-2.68.